This data is from Catalyst prediction with 721,799 reactions and 888 catalyst types from USPTO. The task is: Predict which catalyst facilitates the given reaction. (1) Reactant: [CH2:1]([C@@H:8]1[CH2:12][O:11][C:10](=[O:13])[NH:9]1)[C:2]1[CH:7]=[CH:6][CH:5]=[CH:4][CH:3]=1.[C:14](Cl)(=[O:19])[CH2:15][CH2:16][CH:17]=[CH2:18].C([Li])CCC. Product: [CH2:1]([C@@H:8]1[CH2:12][O:11][C:10](=[O:13])[N:9]1[C:14](=[O:19])[CH2:15][CH2:16][CH:17]=[CH2:18])[C:2]1[CH:3]=[CH:4][CH:5]=[CH:6][CH:7]=1. The catalyst class is: 1. (2) Reactant: Cl.Cl.[NH2:3][C:4]1[C:9]([S:10]([NH2:13])(=[O:12])=[O:11])=[CH:8][C:7]([C:14]2[CH:15]=[CH:16][C:17]3[O:23][CH2:22][CH2:21][NH:20][CH2:19][C:18]=3[CH:24]=2)=[CH:6][N:5]=1.Cl[C:26]1[C:31]([CH:32]([CH3:34])[CH3:33])=[C:30]([CH3:35])[N:29]=[C:28]([NH2:36])[N:27]=1.C(N(C(C)C)CC)(C)C.O. Product: [NH2:3][C:4]1[C:9]([S:10]([NH2:13])(=[O:11])=[O:12])=[CH:8][C:7]([C:14]2[CH:15]=[CH:16][C:17]3[O:23][CH2:22][CH2:21][N:20]([C:26]4[C:31]([CH:32]([CH3:33])[CH3:34])=[C:30]([CH3:35])[N:29]=[C:28]([NH2:36])[N:27]=4)[CH2:19][C:18]=3[CH:24]=2)=[CH:6][N:5]=1. The catalyst class is: 37.